Dataset: Peptide-MHC class II binding affinity with 134,281 pairs from IEDB. Task: Regression. Given a peptide amino acid sequence and an MHC pseudo amino acid sequence, predict their binding affinity value. This is MHC class II binding data. (1) The peptide sequence is NASHCNEMSWIQSIP. The MHC is HLA-DQA10104-DQB10503 with pseudo-sequence HLA-DQA10104-DQB10503. The binding affinity (normalized) is 0.231. (2) The peptide sequence is AFKVAATAANQAPAN. The MHC is HLA-DPA10103-DPB10301 with pseudo-sequence HLA-DPA10103-DPB10301. The binding affinity (normalized) is 0.515. (3) The peptide sequence is GFFTSVGKGIHTVFG. The MHC is H-2-IAd with pseudo-sequence H-2-IAd. The binding affinity (normalized) is 0.622. (4) The peptide sequence is VKQNTLKLATGMRNV. The MHC is HLA-DQA10401-DQB10402 with pseudo-sequence HLA-DQA10401-DQB10402. The binding affinity (normalized) is 0.194.